Predict the product of the given reaction. From a dataset of Forward reaction prediction with 1.9M reactions from USPTO patents (1976-2016). Given the reactants COC(=O)[NH:4][N:5]1[CH:9]=[C:8]([C:10]2[CH:11]=[N:12][N:13]([CH3:16])[C:14]=2[Br:15])[N:7]=[CH:6]1.[OH-].[Na+], predict the reaction product. The product is: [Br:15][C:14]1[N:13]([CH3:16])[N:12]=[CH:11][C:10]=1[C:8]1[N:7]=[CH:6][N:5]([NH2:4])[CH:9]=1.